Dataset: Forward reaction prediction with 1.9M reactions from USPTO patents (1976-2016). Task: Predict the product of the given reaction. Given the reactants [OH:1][C:2]1[C:3]2[O:16][N:15]=[C:14]([C:17]3[CH:22]=[CH:21][CH:20]=[CH:19][CH:18]=3)[C:4]=2[C:5]([I:13])=[N:6][C:7]=1[C:8]([O:10][CH2:11][CH3:12])=[O:9].Cl[CH2:24][C:25]1[C:26]2[C:31]([CH:32]=[C:33]3[C:38]=1[CH:37]=[CH:36][CH:35]=[CH:34]3)=[CH:30][CH:29]=[CH:28][CH:27]=2.C1OCCOCCOCCOCCOCCOC1.C([O-])([O-])=O.[K+].[K+], predict the reaction product. The product is: [CH:27]1[C:26]2[C:31](=[CH:32][C:33]3[C:38]([C:25]=2[CH2:24][O:1][C:2]2[C:3]4[O:16][N:15]=[C:14]([C:17]5[CH:22]=[CH:21][CH:20]=[CH:19][CH:18]=5)[C:4]=4[C:5]([I:13])=[N:6][C:7]=2[C:8]([O:10][CH2:11][CH3:12])=[O:9])=[CH:37][CH:36]=[CH:35][CH:34]=3)[CH:30]=[CH:29][CH:28]=1.